Predict the reactants needed to synthesize the given product. From a dataset of Full USPTO retrosynthesis dataset with 1.9M reactions from patents (1976-2016). (1) The reactants are: [Br:1][C:2]1[C:8]([F:9])=[CH:7][CH:6]=[CH:5][C:3]=1[NH2:4].Cl[C:11](Cl)([O:13]C(=O)OC(Cl)(Cl)Cl)Cl.C(N(CC)CC)C.[NH2:29][C:30]1[C:31]([OH:41])=[C:32]([S:37]([NH2:40])(=[O:39])=[O:38])[C:33]([Cl:36])=[CH:34][CH:35]=1. Given the product [Cl:36][C:33]1[CH:34]=[CH:35][C:30]([NH:29][C:11]([NH:4][C:3]2[CH:5]=[CH:6][CH:7]=[C:8]([F:9])[C:2]=2[Br:1])=[O:13])=[C:31]([OH:41])[C:32]=1[S:37]([NH2:40])(=[O:39])=[O:38], predict the reactants needed to synthesize it. (2) Given the product [CH3:17][O:18][C:19]1[CH:20]=[C:21]([C:22]2[O:14][C:13]([C:3]3[C:4]([C:7]4[CH:12]=[CH:11][CH:10]=[CH:9][CH:8]=4)=[N:5][O:6][C:2]=3[CH3:1])=[N:15][N:16]=2)[CH:25]=[CH:26][CH:27]=1, predict the reactants needed to synthesize it. The reactants are: [CH3:1][C:2]1[O:6][N:5]=[C:4]([C:7]2[CH:12]=[CH:11][CH:10]=[CH:9][CH:8]=2)[C:3]=1[C:13]([NH:15][NH2:16])=[O:14].[CH3:17][O:18][C:19]1[CH:20]=[C:21]([CH:25]=[CH:26][CH:27]=1)[C:22](O)=O.